From a dataset of NCI-60 drug combinations with 297,098 pairs across 59 cell lines. Regression. Given two drug SMILES strings and cell line genomic features, predict the synergy score measuring deviation from expected non-interaction effect. (1) Drug 1: CCC1=C2CN3C(=CC4=C(C3=O)COC(=O)C4(CC)O)C2=NC5=C1C=C(C=C5)O. Drug 2: C1CCC(C(C1)N)N.C(=O)(C(=O)[O-])[O-].[Pt+4]. Cell line: 786-0. Synergy scores: CSS=38.0, Synergy_ZIP=0.168, Synergy_Bliss=-0.228, Synergy_Loewe=-6.49, Synergy_HSA=2.87. (2) Drug 1: C1=CC(=CC=C1C#N)C(C2=CC=C(C=C2)C#N)N3C=NC=N3. Drug 2: C1=CN(C=N1)CC(O)(P(=O)(O)O)P(=O)(O)O. Cell line: SR. Synergy scores: CSS=-7.13, Synergy_ZIP=2.42, Synergy_Bliss=-5.32, Synergy_Loewe=-11.2, Synergy_HSA=-12.2.